Dataset: Peptide-MHC class I binding affinity with 185,985 pairs from IEDB/IMGT. Task: Regression. Given a peptide amino acid sequence and an MHC pseudo amino acid sequence, predict their binding affinity value. This is MHC class I binding data. (1) The peptide sequence is YLIGGSATL. The MHC is HLA-C03:03 with pseudo-sequence HLA-C03:03. The binding affinity (normalized) is 1.00. (2) The peptide sequence is TPQDLNMML. The MHC is HLA-B42:01 with pseudo-sequence HLA-B42:01. The binding affinity (normalized) is 0.750. (3) The peptide sequence is TSASFTDLY. The MHC is HLA-B51:01 with pseudo-sequence HLA-B51:01. The binding affinity (normalized) is 0.0847. (4) The peptide sequence is RAAQRRTAA. The MHC is HLA-B35:01 with pseudo-sequence HLA-B35:01. The binding affinity (normalized) is 0.0847. (5) The peptide sequence is YEPEMQAQV. The MHC is HLA-B51:01 with pseudo-sequence HLA-B51:01. The binding affinity (normalized) is 0.0847. (6) The peptide sequence is DIKYDNKLL. The MHC is HLA-A02:06 with pseudo-sequence HLA-A02:06. The binding affinity (normalized) is 0. (7) The peptide sequence is SSVDEQIQWM. The MHC is Mamu-A02 with pseudo-sequence Mamu-A02. The binding affinity (normalized) is 0. (8) The MHC is HLA-A11:01 with pseudo-sequence HLA-A11:01. The binding affinity (normalized) is 0.0847. The peptide sequence is YEVPAALIL. (9) The peptide sequence is GVNKEYLFY. The MHC is HLA-A01:01 with pseudo-sequence HLA-A01:01. The binding affinity (normalized) is 0.527. (10) The MHC is HLA-A11:01 with pseudo-sequence HLA-A11:01. The peptide sequence is SCHDGKAWLH. The binding affinity (normalized) is 0.